From a dataset of Forward reaction prediction with 1.9M reactions from USPTO patents (1976-2016). Predict the product of the given reaction. Given the reactants [F:1][C:2]1([F:14])[CH2:7][CH2:6][N:5]([CH2:8][CH2:9][C:10]([CH3:13])([NH2:12])[CH3:11])[CH2:4][CH2:3]1.[C:15](ON1C(=O)CCC1=O)([O:17][CH2:18][C:19]1[CH:24]=[CH:23][CH:22]=[CH:21][CH:20]=1)=[O:16], predict the reaction product. The product is: [F:14][C:2]1([F:1])[CH2:3][CH2:4][N:5]([CH2:8][CH2:9][C:10]([NH:12][C:15](=[O:16])[O:17][CH2:18][C:19]2[CH:24]=[CH:23][CH:22]=[CH:21][CH:20]=2)([CH3:11])[CH3:13])[CH2:6][CH2:7]1.